From a dataset of Forward reaction prediction with 1.9M reactions from USPTO patents (1976-2016). Predict the product of the given reaction. Given the reactants [CH3:1][S:2]([C:5]1[CH:6]=[C:7]([NH:11][NH2:12])[CH:8]=[CH:9][CH:10]=1)(=[O:4])=[O:3].C(O[CH:16]=[C:17]([C:23]#[N:24])[C:18]([O:20][CH2:21][CH3:22])=[O:19])C, predict the reaction product. The product is: [CH2:21]([O:20][C:18]([C:17]1[CH:16]=[N:12][N:11]([C:7]2[CH:8]=[CH:9][CH:10]=[C:5]([S:2]([CH3:1])(=[O:4])=[O:3])[CH:6]=2)[C:23]=1[NH2:24])=[O:19])[CH3:22].